From a dataset of Reaction yield outcomes from USPTO patents with 853,638 reactions. Predict the reaction yield, written as a fraction of the theoretical maximum amount of product (1.0 means a 100% yield; for example, 0.34 means a 34% yield). (1) The reactants are [F:1][C:2]1[CH:3]=[C:4]([N:8]2[CH2:12][C@H:11]([CH2:13][OH:14])[O:10][C:9]2=[O:15])[CH:5]=[CH:6][CH:7]=1.[I:16]N1C(=O)CCC1=O. The catalyst is FC(F)(F)C(O)=O. The product is [F:1][C:2]1[CH:3]=[C:4]([N:8]2[CH2:12][C@H:11]([CH2:13][OH:14])[O:10][C:9]2=[O:15])[CH:5]=[CH:6][C:7]=1[I:16]. The yield is 0.880. (2) The reactants are Br[C:2]1[CH:15]=[CH:14][C:5]2[O:6][C:7]3[CH:12]=[CH:11][C:10]([Br:13])=[CH:9][C:8]=3[C:4]=2[CH:3]=1.[CH:16]1[C:28]2[NH:27][C:26]3[C:21](=[CH:22][CH:23]=[CH:24][CH:25]=3)[C:20]=2[CH:19]=[CH:18][CH:17]=1.[O-]P([O-])([O-])=O.[K+].[K+].[K+].N[C@@H]1CCCC[C@H]1N. The catalyst is [Cu](I)I.O1CCOCC1. The product is [Br:13][C:10]1[CH:11]=[CH:12][C:7]2[O:6][C:5]3[CH:14]=[CH:15][C:2]([C:25]4[C:26]5[NH:27][C:28]6[C:20](=[CH:19][CH:18]=[CH:17][CH:16]=6)[C:21]=5[CH:22]=[CH:23][CH:24]=4)=[CH:3][C:4]=3[C:8]=2[CH:9]=1. The yield is 0.320. (3) The reactants are [CH3:1][C:2]1([CH3:25])[CH2:6][N:5]([C:7](=[N:11][S:12]([C:15]2[CH:20]=[CH:19][C:18]([NH:21]C(=O)C)=[CH:17][CH:16]=2)(=[O:14])=[O:13])[NH:8][CH2:9][CH3:10])[N:4]=[CH:3]1.Cl.[OH-].[Na+]. The catalyst is CO. The product is [NH2:21][C:18]1[CH:19]=[CH:20][C:15]([S:12]([N:11]=[C:7]([N:5]2[CH2:6][C:2]([CH3:1])([CH3:25])[CH:3]=[N:4]2)[NH:8][CH2:9][CH3:10])(=[O:14])=[O:13])=[CH:16][CH:17]=1. The yield is 0.500. (4) The reactants are C(OC([NH:8][CH:9]([C:11]1[NH:12][C:13]([C:21]2[C:30]([F:31])=[CH:29][CH:28]=[C:27]3[C:22]=2[N:23]=[C:24]([NH:33][CH:34]2[CH2:36][CH2:35]2)[C:25]([CH3:32])=[N:26]3)=[CH:14][C:15]=1[C:16]([O:18]CC)=[O:17])[CH3:10])=O)(C)(C)C.Cl.O1CCOCC1.[OH-].[Na+]. The catalyst is O1CCOCC1.O. The yield is 0.950. The product is [NH2:8][CH:9]([C:11]1[NH:12][C:13]([C:21]2[C:30]([F:31])=[CH:29][CH:28]=[C:27]3[C:22]=2[N:23]=[C:24]([NH:33][CH:34]2[CH2:36][CH2:35]2)[C:25]([CH3:32])=[N:26]3)=[CH:14][C:15]=1[C:16]([OH:18])=[O:17])[CH3:10]. (5) The reactants are [Br:1][C:2]1[CH:3]=[C:4]([CH:7]=[C:8]([O:10][C:11]2[C:16]([Cl:17])=[CH:15][CH:14]=[C:13]([CH2:18]Br)[C:12]=2[F:20])[CH:9]=1)[C:5]#[N:6].[N-:21]=[N+:22]=[N-:23].[Na+]. The catalyst is CS(C)=O.CCOC(C)=O. The product is [N:21]([CH2:18][C:13]1[C:12]([F:20])=[C:11]([O:10][C:8]2[CH:7]=[C:4]([CH:3]=[C:2]([Br:1])[CH:9]=2)[C:5]#[N:6])[C:16]([Cl:17])=[CH:15][CH:14]=1)=[N+:22]=[N-:23]. The yield is 1.00. (6) The reactants are [NH2:1][CH2:2][C@H:3]([OH:15])[CH2:4][N:5]1[CH2:14][CH2:13][C:12]2[C:7](=[CH:8][CH:9]=[CH:10][CH:11]=2)[CH2:6]1.CCN(CC)CC.[Cl:23][C:24]1[N:29]=[CH:28][N:27]=[C:26]([C:30](Cl)=[O:31])[CH:25]=1. The catalyst is C(Cl)Cl. The product is [Cl:23][C:24]1[N:29]=[CH:28][N:27]=[C:26]([C:30]([NH:1][CH2:2][C@H:3]([OH:15])[CH2:4][N:5]2[CH2:14][CH2:13][C:12]3[C:7](=[CH:8][CH:9]=[CH:10][CH:11]=3)[CH2:6]2)=[O:31])[CH:25]=1. The yield is 0.600.